Dataset: Reaction yield outcomes from USPTO patents with 853,638 reactions. Task: Predict the reaction yield, written as a fraction of the theoretical maximum amount of product (1.0 means a 100% yield; for example, 0.34 means a 34% yield). (1) The reactants are [CH3:1][O:2][C:3]1[CH:4]=[CH:5][C:6]([NH:11][C:12]2[C:13]3[N:14]([CH:40]=[CH:41][N:42]=3)[N:15]=[C:16]([C:18]3[CH:19]=[C:20]([CH:37]=[CH:38][CH:39]=3)[C:21]([NH:23][C:24]3[CH:36]=[CH:35][C:27]([C:28]([O:30]C(C)(C)C)=[O:29])=[CH:26][CH:25]=3)=[O:22])[CH:17]=2)=[N:7][C:8]=1[O:9][CH3:10].C(O)(C(F)(F)F)=O. The catalyst is ClCCl. The product is [CH3:1][O:2][C:3]1[CH:4]=[CH:5][C:6]([NH:11][C:12]2[C:13]3[N:14]([CH:40]=[CH:41][N:42]=3)[N:15]=[C:16]([C:18]3[CH:19]=[C:20]([CH:37]=[CH:38][CH:39]=3)[C:21]([NH:23][C:24]3[CH:36]=[CH:35][C:27]([C:28]([OH:30])=[O:29])=[CH:26][CH:25]=3)=[O:22])[CH:17]=2)=[N:7][C:8]=1[O:9][CH3:10]. The yield is 0.390. (2) The reactants are [CH2:1]([N:8]1[C:17]2[C:16]3[CH:18]=[CH:19][CH:20]=[CH:21][C:15]=3[N:14]([C:22]([C:24]3[CH:31]=[CH:30][C:27]([C:28]#[N:29])=[C:26]([CH3:32])[CH:25]=3)=[O:23])[CH2:13][CH2:12][C:11]=2[N:10]=[C:9]1[CH3:33])[C:2]1[CH:7]=[CH:6][CH:5]=[CH:4][CH:3]=1.[BH4-].[Na+].N. The catalyst is CO.O.O.O.O.O.O.[Co](Cl)Cl. The product is [NH2:29][CH2:28][C:27]1[CH:30]=[CH:31][C:24]([C:22]([N:14]2[CH2:13][CH2:12][C:11]3[N:10]=[C:9]([CH3:33])[N:8]([CH2:1][C:2]4[CH:3]=[CH:4][CH:5]=[CH:6][CH:7]=4)[C:17]=3[C:16]3[CH:18]=[CH:19][CH:20]=[CH:21][C:15]2=3)=[O:23])=[CH:25][C:26]=1[CH3:32]. The yield is 0.810. (3) The reactants are [N:1]1([C:7]2[C:8]3[NH:22][CH:21]=[CH:20][C:9]=3[N:10]=[C:11]([C:13]3[CH:14]=[C:15]([CH:17]=[CH:18][CH:19]=3)[NH2:16])[N:12]=2)[CH2:6][CH2:5][O:4][CH2:3][CH2:2]1.C(N(CC)CC)C.ClC(Cl)(O[C:34](=[O:40])OC(Cl)(Cl)Cl)Cl.[CH3:42][N:43]([CH3:47])[CH2:44][CH2:45][NH2:46]. No catalyst specified. The product is [CH3:42][N:43]([CH3:47])[CH2:44][CH2:45][NH:46][C:34]([NH:16][C:15]1[CH:17]=[CH:18][CH:19]=[C:13]([C:11]2[N:12]=[C:7]([N:1]3[CH2:6][CH2:5][O:4][CH2:3][CH2:2]3)[C:8]3[NH:22][CH:21]=[CH:20][C:9]=3[N:10]=2)[CH:14]=1)=[O:40]. The yield is 0.840. (4) The reactants are [N+:1]([C:4]1[CH:5]=[N:6][CH:7]=[CH:8][C:9]=1[C:10]1[CH2:15][CH2:14][CH2:13][C:12](=[O:16])[CH:11]=1)([O-:3])=[O:2].CCN(CC)CC.[Si:24](OS(C(F)(F)F)(=O)=O)([C:27]([CH3:30])([CH3:29])[CH3:28])([CH3:26])[CH3:25].C1C=NC=C(CO)C=1. The catalyst is C(Cl)(Cl)Cl. The product is [Si:24]([O:16][C:12]1[CH:11]=[C:10]([C:9]2[CH:8]=[CH:7][N:6]=[CH:5][C:4]=2[N+:1]([O-:3])=[O:2])[CH2:15][CH2:14][CH:13]=1)([C:27]([CH3:30])([CH3:29])[CH3:28])([CH3:26])[CH3:25]. The yield is 0.870. (5) The reactants are [CH3:1][N:2]([CH2:13][C:14]1[NH:18][C:17]2[CH:19]=[CH:20][CH:21]=[C:22]([C:23](OC)=[O:24])[C:16]=2[N:15]=1)[CH:3]1[C:12]2[N:11]=[CH:10][CH:9]=[CH:8][C:7]=2[CH2:6][CH2:5][CH2:4]1.[H-].[Al+3].[Li+].[H-].[H-].[H-].CC(OI1(OC(C)=O)(OC(C)=O)OC(=O)C2C=CC=CC1=2)=O. The catalyst is O1CCCC1. The product is [CH3:1][N:2]([CH2:13][C:14]1[NH:18][C:17]2[CH:19]=[CH:20][CH:21]=[C:22]([CH:23]=[O:24])[C:16]=2[N:15]=1)[CH:3]1[C:12]2[N:11]=[CH:10][CH:9]=[CH:8][C:7]=2[CH2:6][CH2:5][CH2:4]1. The yield is 0.710. (6) The reactants are Cl[C:2]1[N:7]=[C:6]([C:8]2[CH:9]=[N:10][N:11]3[CH:16]=[CH:15][CH:14]=[CH:13][C:12]=23)[CH:5]=[CH:4][N:3]=1.O.C1(C)C=CC(S(O)(=O)=O)=CC=1.[CH3:29][O:30][C:31]1[CH:37]=[C:36]([C:38]2[CH2:39][CH2:40][N:41]([CH3:44])[CH2:42][CH:43]=2)[C:35]([N+:45]([O-:47])=[O:46])=[CH:34][C:32]=1[NH2:33].CC(O)CCC. The catalyst is CN(C=O)C. The product is [CH3:29][O:30][C:31]1[CH:37]=[C:36]([C:38]2[CH2:43][CH2:42][N:41]([CH3:44])[CH2:40][CH:39]=2)[C:35]([N+:45]([O-:47])=[O:46])=[CH:34][C:32]=1[NH:33][C:2]1[N:7]=[C:6]([C:8]2[CH:9]=[N:10][N:11]3[CH:16]=[CH:15][CH:14]=[CH:13][C:12]=23)[CH:5]=[CH:4][N:3]=1. The yield is 0.660. (7) The reactants are [OH:1][NH:2][C:3](=O)[CH3:4].CC(C)([O-])C.[K+].[Cl:12][C:13]1[C:14]([O:22][C:23]2[CH:28]=[CH:27][C:26]([Cl:29])=[C:25]([Cl:30])[CH:24]=2)=[CH:15][C:16](F)=C([CH:20]=1)C#N.C[N:32](C=O)C. No catalyst specified. The product is [Cl:12][C:13]1[C:14]([O:22][C:23]2[CH:28]=[CH:27][C:26]([Cl:29])=[C:25]([Cl:30])[CH:24]=2)=[CH:15][C:16]2[O:1][N:2]=[C:3]([NH2:32])[C:4]=2[CH:20]=1. The yield is 0.590. (8) The reactants are [CH2:1]([N:8]1[C:16]2[C:11](=[C:12]([O:18]CC3C=CC=CC=3)[CH:13]=[C:14]([F:17])[CH:15]=2)[CH:10]=[C:9]1[C:26]([NH2:28])=[O:27])[C:2]1[CH:7]=[CH:6][CH:5]=[CH:4][CH:3]=1. The catalyst is CCO.[Pd]. The product is [CH2:1]([N:8]1[C:16]2[C:11](=[C:12]([OH:18])[CH:13]=[C:14]([F:17])[CH:15]=2)[CH:10]=[C:9]1[C:26]([NH2:28])=[O:27])[C:2]1[CH:3]=[CH:4][CH:5]=[CH:6][CH:7]=1. The yield is 0.720. (9) The catalyst is ClCCl.CN(C1C=CN=CC=1)C. The reactants are [NH2:1][C:2]1[CH:7]=[CH:6][CH:5]=[CH:4][N:3]=1.[F:8][CH:9]([F:13])[C:10](O)=[O:11].CCN=C=NCCCN(C)C.Cl. The product is [F:8][CH:9]([F:13])[C:10]([N:1]=[C:2]1[CH:7]=[CH:6][CH:5]=[CH:4][NH:3]1)=[O:11]. The yield is 0.140. (10) The reactants are [CH3:1][O:2][C:3]1[CH:4]=[C:5]([CH2:11][CH2:12][C:13]([C:15]2[CH:20]=[C:19]([F:21])[CH:18]=[CH:17][C:16]=2[OH:22])=O)[CH:6]=[CH:7][C:8]=1[O:9][CH3:10].[NH3:23]. The catalyst is CO. The product is [CH3:1][O:2][C:3]1[CH:4]=[C:5]([CH2:11][CH2:12][C:13]([C:15]2[CH:20]=[C:19]([F:21])[CH:18]=[CH:17][C:16]=2[OH:22])=[NH:23])[CH:6]=[CH:7][C:8]=1[O:9][CH3:10]. The yield is 0.320.